This data is from Reaction yield outcomes from USPTO patents with 853,638 reactions. The task is: Predict the reaction yield, written as a fraction of the theoretical maximum amount of product (1.0 means a 100% yield; for example, 0.34 means a 34% yield). (1) The reactants are [Cl:1][C:2]1[CH:3]=[C:4]([C:9]([N:11]2[CH2:16][CH2:15][CH2:14][CH:13]([CH2:17][CH3:18])[CH2:12]2)=[O:10])[CH:5]=[N:6][C:7]=1Cl.[Cl:19][C:20]1[CH:26]=[CH:25][C:23]([NH2:24])=[CH:22][CH:21]=1.C(=O)([O-])[O-].[K+].[K+].CCOC(C)=O. The catalyst is C1(C)C=CC=CC=1.CC([O-])=O.CC([O-])=O.[Pd+2].C1C=CC(P(C2C(C3C(P(C4C=CC=CC=4)C4C=CC=CC=4)=CC=C4C=3C=CC=C4)=C3C(C=CC=C3)=CC=2)C2C=CC=CC=2)=CC=1. The product is [Cl:1][C:2]1[CH:3]=[C:4]([C:9]([N:11]2[CH2:16][CH2:15][CH2:14][CH:13]([CH2:17][CH3:18])[CH2:12]2)=[O:10])[CH:5]=[N:6][C:7]=1[NH:24][C:23]1[CH:25]=[CH:26][C:20]([Cl:19])=[CH:21][CH:22]=1. The yield is 0.380. (2) The reactants are C([NH:4][C@:5]1([C:22](NC(C)(C)C)=[O:23])[C@@H:9]([CH2:10][CH2:11][CH2:12][B:13]2[O:17]C(C)(C)C(C)(C)[O:14]2)[CH2:8][NH:7][CH2:6]1)(=O)C.[N:29]1[CH:34]=[CH:33][CH:32]=[CH:31][C:30]=1[CH:35]=O.S([O-])([O-])(=O)=[O:38].[Na+].[Na+].C(O)(=O)C.C(O[BH-](OC(=O)C)OC(=O)C)(=O)C.[Na+].C(=O)([O-])[O-].[Na+].[Na+]. The catalyst is ClCCCl. The product is [NH2:4][C@:5]1([C:22]([OH:23])=[O:38])[C@@H:9]([CH2:10][CH2:11][CH2:12][B:13]([OH:14])[OH:17])[CH2:8][N:7]([CH2:35][C:30]2[CH:31]=[CH:32][CH:33]=[CH:34][N:29]=2)[CH2:6]1. The yield is 0.740. (3) The reactants are Br[C:2]1[CH:7]=[CH:6][C:5]([F:8])=[C:4]([F:9])[C:3]=1[CH3:10].N#N.[CH3:13][CH2:14][OH:15].[Li][CH:17](CC)C.C1CCCCC1.B(F)(F)F.C(OCC)C. The catalyst is C1COCC1. The product is [F:9][C:4]1[C:3]([CH3:10])=[C:2]([CH2:13][C@H:14]([OH:15])[CH3:17])[CH:7]=[CH:6][C:5]=1[F:8]. The yield is 0.710. (4) The catalyst is O1CCOCC1.C1C=CC(P([C]2[CH][CH][CH][CH]2)C2C=CC=CC=2)=CC=1.C1C=CC(P([C]2[CH][CH][CH][CH]2)C2C=CC=CC=2)=CC=1.Cl[Pd]Cl.[Fe]. The product is [O:18]1[CH2:19][CH2:20][CH2:21][CH2:22][CH:17]1[O:16][C:13]1[CH:14]=[CH:15][C:10]([C:8]([C:5]2[N:4]=[CH:3][C:2]([B:26]3[O:27][C:28]([CH3:30])([CH3:29])[C:24]([CH3:40])([CH3:23])[O:25]3)=[CH:7][N:6]=2)=[O:9])=[CH:11][CH:12]=1. The yield is 0.800. The reactants are Br[C:2]1[CH:3]=[N:4][C:5]([C:8]([C:10]2[CH:15]=[CH:14][C:13]([O:16][CH:17]3[CH2:22][CH2:21][CH2:20][CH2:19][O:18]3)=[CH:12][CH:11]=2)=[O:9])=[N:6][CH:7]=1.[CH3:23][C:24]1([CH3:40])[C:28]([CH3:30])([CH3:29])[O:27][B:26]([B:26]2[O:27][C:28]([CH3:30])([CH3:29])[C:24]([CH3:40])([CH3:23])[O:25]2)[O:25]1.CC([O-])=O.[K+]. (5) The yield is 0.620. The catalyst is C1COCC1. The product is [CH2:15]([N:12]1[C:13](=[O:14])[C:8]2[CH:7]=[C:6]([C:4]([OH:5])=[O:3])[S:24][C:9]=2[N:10]([CH3:23])[C:11]1=[O:22])[C:16]1[CH:21]=[CH:20][CH:19]=[CH:18][CH:17]=1. The reactants are C([O:3][C:4]([C:6]1[S:24][C:9]2[N:10]([CH3:23])[C:11](=[O:22])[N:12]([CH2:15][C:16]3[CH:21]=[CH:20][CH:19]=[CH:18][CH:17]=3)[C:13](=[O:14])[C:8]=2[CH:7]=1)=[O:5])C.[Li+].[OH-].C(OCC)(=O)C.O.Cl. (6) The yield is 0.980. The reactants are [C:1]([O:5][C:6]([N:8]1[CH2:12][CH:11]([OH:13])[CH2:10][N:9]1[C:14]([O:16][CH2:17][C:18]1[CH:23]=[CH:22][CH:21]=[CH:20][CH:19]=1)=[O:15])=[O:7])([CH3:4])([CH3:3])[CH3:2].[CH3:24][C:25]([CH3:30])([CH3:29])[C:26](Cl)=[O:27].ClCCl. The product is [C:1]([O:5][C:6]([N:8]1[CH2:12][CH:11]([O:13][C:26](=[O:27])[C:25]([CH3:30])([CH3:29])[CH3:24])[CH2:10][N:9]1[C:14]([O:16][CH2:17][C:18]1[CH:23]=[CH:22][CH:21]=[CH:20][CH:19]=1)=[O:15])=[O:7])([CH3:4])([CH3:2])[CH3:3]. The catalyst is N1C=CC=CC=1.CN(C)C1C=CN=CC=1.